The task is: Regression. Given two drug SMILES strings and cell line genomic features, predict the synergy score measuring deviation from expected non-interaction effect.. This data is from NCI-60 drug combinations with 297,098 pairs across 59 cell lines. (1) Drug 1: CCN(CC)CCNC(=O)C1=C(NC(=C1C)C=C2C3=C(C=CC(=C3)F)NC2=O)C. Drug 2: CC(C)(C#N)C1=CC(=CC(=C1)CN2C=NC=N2)C(C)(C)C#N. Cell line: OVCAR3. Synergy scores: CSS=1.15, Synergy_ZIP=-0.974, Synergy_Bliss=-1.87, Synergy_Loewe=-0.499, Synergy_HSA=-1.35. (2) Drug 2: N.N.Cl[Pt+2]Cl. Drug 1: C1CN1C2=NC(=NC(=N2)N3CC3)N4CC4. Cell line: OVCAR-8. Synergy scores: CSS=51.1, Synergy_ZIP=-16.4, Synergy_Bliss=-7.49, Synergy_Loewe=-1.66, Synergy_HSA=0.408. (3) Drug 1: C1=CC(=CC=C1C#N)C(C2=CC=C(C=C2)C#N)N3C=NC=N3. Drug 2: CN1C2=C(C=C(C=C2)N(CCCl)CCCl)N=C1CCCC(=O)O.Cl. Cell line: M14. Synergy scores: CSS=8.29, Synergy_ZIP=-2.18, Synergy_Bliss=-2.77, Synergy_Loewe=5.62, Synergy_HSA=-1.94.